This data is from Forward reaction prediction with 1.9M reactions from USPTO patents (1976-2016). The task is: Predict the product of the given reaction. (1) Given the reactants Br[C:2]1[CH:3]=[C:4]2[O:27][CH2:26][O:25][C:5]2=[C:6]([CH:24]=1)[NH:7][C:8]1[C:17]2[C:12](=[CH:13][C:14]([O:20][CH3:21])=[C:15]([O:18][CH3:19])[CH:16]=2)[N:11]=[CH:10][C:9]=1[C:22]#[N:23].[CH2:28]([O:31][CH3:32])[C:29]#[CH:30].N1CCCC1.[Cl-].[NH4+], predict the reaction product. The product is: [C:22]([C:9]1[CH:10]=[N:11][C:12]2[C:17]([C:8]=1[NH:7][C:6]1[CH:24]=[C:2]([C:30]#[C:29][CH2:28][O:31][CH3:32])[CH:3]=[C:4]3[O:27][CH2:26][O:25][C:5]=13)=[CH:16][C:15]([O:18][CH3:19])=[C:14]([O:20][CH3:21])[CH:13]=2)#[N:23]. (2) Given the reactants [Cl:1][C:2]1[CH:3]=[C:4]2[C:9](=[CH:10][C:11]=1[O:12][CH3:13])[C:8]([CH3:15])([CH3:14])[C:7](=O)[CH2:6][CH2:5]2.[NH:17]([C:19]1[CH:20]=[C:21]([CH:24]=[CH:25][CH:26]=1)[C:22]#[N:23])N, predict the reaction product. The product is: [Cl:1][C:2]1[C:11]([O:12][CH3:13])=[CH:10][C:9]2[C:8]([CH3:15])([CH3:14])[C:7]3[NH:17][C:19]4[C:26]([C:6]=3[CH2:5][C:4]=2[CH:3]=1)=[CH:25][CH:24]=[C:21]([C:22]#[N:23])[CH:20]=4.